This data is from Full USPTO retrosynthesis dataset with 1.9M reactions from patents (1976-2016). The task is: Predict the reactants needed to synthesize the given product. (1) Given the product [Br:2][CH2:21][C:9]1[C:10]([C:13]2[C:18]([Cl:19])=[CH:17][CH:16]=[CH:15][C:14]=2[Cl:20])=[N:11][O:12][C:8]=1[CH:5]1[CH2:7][CH2:6]1, predict the reactants needed to synthesize it. The reactants are: P(Br)(Br)[Br:2].[CH:5]1([C:8]2[O:12][N:11]=[C:10]([C:13]3[C:18]([Cl:19])=[CH:17][CH:16]=[CH:15][C:14]=3[Cl:20])[C:9]=2[CH2:21]O)[CH2:7][CH2:6]1. (2) Given the product [Br:12][C:13]1[C:14]([O:21][C:22]2[C:27]([F:28])=[CH:26][CH:25]=[CH:24][C:23]=2[F:29])=[C:15]([Cl:20])[C:16]([NH:19][C:10]([NH:9][C:1](=[O:8])[C:2]2[CH:7]=[CH:6][CH:5]=[CH:4][CH:3]=2)=[S:11])=[N:17][CH:18]=1, predict the reactants needed to synthesize it. The reactants are: [C:1]([N:9]=[C:10]=[S:11])(=[O:8])[C:2]1[CH:7]=[CH:6][CH:5]=[CH:4][CH:3]=1.[Br:12][C:13]1[C:14]([O:21][C:22]2[C:27]([F:28])=[CH:26][CH:25]=[CH:24][C:23]=2[F:29])=[C:15]([Cl:20])[C:16]([NH2:19])=[N:17][CH:18]=1. (3) Given the product [Cl:1][C:2]1[CH:3]=[CH:4][C:5]([CH2:8][CH2:9][C:10]2[N:27]=[C:26]([S:16]([C:19]3[CH:25]=[CH:24][C:22]([CH3:23])=[CH:21][CH:20]=3)(=[O:18])=[O:17])[S:12][N:11]=2)=[CH:6][CH:7]=1, predict the reactants needed to synthesize it. The reactants are: [Cl:1][C:2]1[CH:7]=[CH:6][C:5]([CH2:8][CH2:9][C:10]2OC(=O)[S:12][N:11]=2)=[CH:4][CH:3]=1.[S:16]([C:26]#[N:27])([C:19]1[CH:25]=[CH:24][C:22]([CH3:23])=[CH:21][CH:20]=1)(=[O:18])=[O:17].CCCCC. (4) Given the product [CH3:1][N:2]1[C@@H:7]2[CH2:8][C:9]3[CH:14]=[CH:13][C:12]([O:15][CH3:16])=[C:11]4[O:17][C@H:18]5[C:19]([CH2:20][CH2:21][C@@H:6]2[C@:5]5([C:10]=34)[CH2:4][CH2:3]1)=[O:22], predict the reactants needed to synthesize it. The reactants are: [CH3:1][N:2]1[C@@H:7]2[CH2:8][C:9]3[CH:14]=[CH:13][C:12]([O:15][CH3:16])=[C:11]4[O:17][C@H:18]5[C:19]([O:22]C)=[CH:20][CH2:21][C@@H:6]2[C@:5]5([C:10]=34)[CH2:4][CH2:3]1.Cl.C. (5) Given the product [Cl:1][C:2]1[CH:3]=[C:4]([CH:8]=[C:9]([O:11][C:12]([F:13])([F:14])[F:15])[CH:10]=1)[CH2:5][OH:6], predict the reactants needed to synthesize it. The reactants are: [Cl:1][C:2]1[CH:3]=[C:4]([CH:8]=[C:9]([O:11][C:12]([F:15])([F:14])[F:13])[CH:10]=1)[C:5](O)=[O:6].B.C1COCC1. (6) Given the product [Cl:1][C:2]1[CH:10]=[CH:9][C:8]([C:11]2[N:12]([C:22]([O:24][C:25]([CH3:27])([CH3:26])[CH3:28])=[O:23])[C:13]3[C:18]([CH:19]=2)=[CH:17][C:16]([CH2:20][NH:30][CH2:31][CH2:32][OH:33])=[CH:15][CH:14]=3)=[C:7]2[C:3]=1[CH2:4][NH:5][C:6]2=[O:29], predict the reactants needed to synthesize it. The reactants are: [Cl:1][C:2]1[CH:10]=[CH:9][C:8]([C:11]2[N:12]([C:22]([O:24][C:25]([CH3:28])([CH3:27])[CH3:26])=[O:23])[C:13]3[C:18]([CH:19]=2)=[CH:17][C:16]([CH:20]=O)=[CH:15][CH:14]=3)=[C:7]2[C:3]=1[CH2:4][NH:5][C:6]2=[O:29].[NH2:30][CH2:31][CH2:32][OH:33].C(O)(=O)C.C(O[BH-](OC(=O)C)OC(=O)C)(=O)C.[Na+].